From a dataset of Forward reaction prediction with 1.9M reactions from USPTO patents (1976-2016). Predict the product of the given reaction. (1) The product is: [CH3:10][O:9][C:7]1[CH:6]=[C:5]([CH2:11][C:12]([O:14][CH3:19])=[O:13])[CH:4]=[C:3]([O:2][CH3:1])[CH:8]=1. Given the reactants [CH3:1][O:2][C:3]1[CH:4]=[C:5]([CH2:11][C:12]([OH:14])=[O:13])[CH:6]=[C:7]([O:9][CH3:10])[CH:8]=1.O=S(Cl)Cl.[CH3:19]O, predict the reaction product. (2) Given the reactants [Cl:1][C:2]1[S:6][C:5]([C:7]([NH:9][CH2:10][C:11]2[N:12]=[N:13][N:14]([C:16]3[CH:21]=[CH:20][C:19](I)=[CH:18][CH:17]=3)[CH:15]=2)=[O:8])=[CH:4][CH:3]=1.[NH:23]1[CH:30]=[CH:29][C:27](=[O:28])[NH:26][C:24]1=[O:25].OC1C=CC=C2C=1N=CC=C2.C(=O)([O-])[O-].[K+].[K+], predict the reaction product. The product is: [Cl:1][C:2]1[S:6][C:5]([C:7]([NH:9][CH2:10][C:11]2[N:12]=[N:13][N:14]([C:16]3[CH:21]=[CH:20][C:19]([N:23]4[CH:30]=[CH:29][C:27](=[O:28])[NH:26][C:24]4=[O:25])=[CH:18][CH:17]=3)[CH:15]=2)=[O:8])=[CH:4][CH:3]=1.